From a dataset of Full USPTO retrosynthesis dataset with 1.9M reactions from patents (1976-2016). Predict the reactants needed to synthesize the given product. (1) Given the product [CH2:16]([N:23]([CH:14]([C:11]1([C:8]2[CH:7]=[CH:6][C:5]([O:4][CH3:3])=[CH:10][CH:9]=2)[CH2:12][CH2:13]1)[C:31]([NH:30][C:24]1[CH2:29][CH2:28][CH2:27][CH2:26][CH:25]=1)=[O:36])[CH:32]=[O:33])[C:17]1[CH:22]=[CH:21][CH:20]=[CH:19][CH:18]=1, predict the reactants needed to synthesize it. The reactants are: N#N.[CH3:3][O:4][C:5]1[CH:10]=[CH:9][C:8]([C:11]2([CH:14]=O)[CH2:13][CH2:12]2)=[CH:7][CH:6]=1.[CH2:16]([NH2:23])[C:17]1[CH:22]=[CH:21][CH:20]=[CH:19][CH:18]=1.[C:24]1([N+:30]#[C-:31])[CH2:29][CH2:28][CH2:27][CH2:26][CH:25]=1.[CH:32](O)=[O:33].C[OH:36]. (2) Given the product [CH3:19][N:2]([CH3:1])[S:3]([N:6]1[C:14]2[C:9](=[CH:10][CH:11]=[C:12]([CH:17]=[O:18])[C:13]=2[O:15][CH3:16])[CH:8]=[N:7]1)(=[O:4])=[O:5], predict the reactants needed to synthesize it. The reactants are: [CH3:1][N:2]([CH3:19])[S:3]([N:6]1[C:14]2[C:9](=[CH:10][CH:11]=[C:12]([CH2:17][OH:18])[C:13]=2[O:15][CH3:16])[CH:8]=[N:7]1)(=[O:5])=[O:4]. (3) Given the product [F:36][C:34]([F:35])([F:37])[C:32]1[CH:33]=[C:28]([CH:29]=[C:30]([C:38]([F:40])([F:41])[F:39])[CH:31]=1)[CH2:27][N:13]([C@H:11]1[CH2:10][C@@H:9]([CH2:42][CH3:43])[N:8]([C:6]2[C:68]([Cl:44])=[CH:69][N:70]=[C:65]([N:57]3[CH2:58][CH2:50][CH:48]([OH:49])[CH2:55][CH2:56]3)[N:66]=2)[CH2:12]1)[C:14]1[N:19]=[CH:18][C:17]([N:20]2[CH2:24][CH2:23][N:22]([CH3:25])[C:21]2=[O:26])=[CH:16][N:15]=1, predict the reactants needed to synthesize it. The reactants are: C(O[C:6]([N:8]1[CH2:12][C@@H:11]([N:13]([CH2:27][C:28]2[CH:33]=[C:32]([C:34]([F:37])([F:36])[F:35])[CH:31]=[C:30]([C:38]([F:41])([F:40])[F:39])[CH:29]=2)[C:14]2[N:19]=[CH:18][C:17]([N:20]3[CH2:24][CH2:23][N:22]([CH3:25])[C:21]3=[O:26])=[CH:16][N:15]=2)[CH2:10][C@H:9]1[CH2:42][CH3:43])=O)(C)(C)C.[ClH:44].CCO[C:48]([CH3:50])=[O:49].FC(F)(F)C1C=[C:55](C=C(C(F)(F)F)C=1)[CH2:56][N:57]([C:65]1[N:70]=[CH:69][C:68](N2CCN(C)C2=O)=C[N:66]=1)[C@@H:58]1CN[C@H](CC)C1.CCN(CC)CC.C([O-])(O)=O.[Na+].